This data is from Reaction yield outcomes from USPTO patents with 853,638 reactions. The task is: Predict the reaction yield, written as a fraction of the theoretical maximum amount of product (1.0 means a 100% yield; for example, 0.34 means a 34% yield). The reactants are F[C:2]1[CH:3]=[C:4]2[C:8](=[CH:9][CH:10]=1)[NH:7][CH:6]=[C:5]2[CH:11]1[CH2:15][C:14](=[O:16])[NH:13][C:12]1=[O:17].[CH3:18]C1C=C2C(C=CN2)=CC=1.C1(=O)NC(=O)C=C1. No catalyst specified. The product is [CH3:18][C:10]1[CH:9]=[C:8]2[C:4]([C:5]([CH:11]3[CH2:15][C:14](=[O:16])[NH:13][C:12]3=[O:17])=[CH:6][NH:7]2)=[CH:3][CH:2]=1. The yield is 0.630.